This data is from Full USPTO retrosynthesis dataset with 1.9M reactions from patents (1976-2016). The task is: Predict the reactants needed to synthesize the given product. (1) Given the product [Br:5][C:6]1[CH:13]=[C:12]([F:14])[CH:11]=[CH:10][C:7]=1[C:8]1([NH2:9])[CH2:2][CH2:1]1, predict the reactants needed to synthesize it. The reactants are: [CH2:1]([Mg]Br)[CH3:2].[Br:5][C:6]1[CH:13]=[C:12]([F:14])[CH:11]=[CH:10][C:7]=1[C:8]#[N:9].B(F)(F)F.CCOCC.Cl. (2) Given the product [CH2:14]([O:16][C:17](=[O:25])[C:18](=[O:19])[CH2:20][C:10]([C:9]1[C:4]2[O:3][CH2:2][O:1][C:5]=2[CH:6]=[CH:7][CH:8]=1)([CH3:13])[CH3:11])[CH3:15], predict the reactants needed to synthesize it. The reactants are: [O:1]1[C:5]2[CH:6]=[CH:7][CH:8]=[C:9]([C:10]([CH3:13])(O)[CH3:11])[C:4]=2[O:3][CH2:2]1.[CH2:14]([O:16][C:17](=[O:25])[C:18]([O:20][Si](C)(C)C)=[CH2:19])[CH3:15].[Sn](Cl)(Cl)(Cl)Cl.C(=O)([O-])[O-].[K+].[K+].